From a dataset of Full USPTO retrosynthesis dataset with 1.9M reactions from patents (1976-2016). Predict the reactants needed to synthesize the given product. Given the product [Cl:1][C:2]1[CH:7]=[CH:6][C:5]([C:8]2[N:12]([CH2:13][CH2:14][C:15]([F:16])([F:17])[F:18])[C:11](=[O:19])[N:10]([CH2:20][C:21]([NH:23][CH:24]([C:34]3[CH:39]=[CH:38][CH:37]=[CH:36][C:35]=3[C:40]([F:41])([F:42])[F:43])[C:25]([NH:27][C:28]([CH3:29])([C:30]([NH2:32])=[O:31])[CH3:33])=[O:26])=[O:22])[N:9]=2)=[CH:4][CH:3]=1, predict the reactants needed to synthesize it. The reactants are: [Cl:1][C:2]1[CH:7]=[CH:6][C:5]([C:8]2[N:12](/[CH:13]=[CH:14]/[C:15]([F:18])([F:17])[F:16])[C:11](=[O:19])[N:10]([CH2:20][C:21]([NH:23][CH:24]([C:34]3[CH:39]=[CH:38][CH:37]=[CH:36][C:35]=3[C:40]([F:43])([F:42])[F:41])[C:25]([NH:27][C:28]([CH3:33])([C:30]([NH2:32])=[O:31])[CH3:29])=[O:26])=[O:22])[N:9]=2)=[CH:4][CH:3]=1.